Dataset: Forward reaction prediction with 1.9M reactions from USPTO patents (1976-2016). Task: Predict the product of the given reaction. (1) The product is: [Cl:11][C:12]1[CH:17]=[CH:16][C:15]([N:18]2[CH2:22][C:21]3([CH2:28][CH2:27][CH2:26][CH2:25][CH2:24]3)[NH:20][C:19]2=[O:29])=[C:14]([F:30])[CH:13]=1. Given the reactants [H-].[Al+3].[Li+].[H-].[H-].[H-].[Al+3].[Cl-].[Cl-].[Cl-].[Cl:11][C:12]1[CH:17]=[CH:16][C:15]([N:18]2[C:22](=O)[C:21]3([CH2:28][CH2:27][CH2:26][CH2:25][CH2:24]3)[NH:20][C:19]2=[O:29])=[C:14]([F:30])[CH:13]=1, predict the reaction product. (2) Given the reactants C(OC([N:8]1[CH2:13][CH2:12][N:11]([C:14]2[N:19]=[CH:18][C:17]([O:20][CH3:21])=[CH:16][N:15]=2)[CH2:10][CH2:9]1)=O)(C)(C)C.[ClH:22], predict the reaction product. The product is: [ClH:22].[CH3:21][O:20][C:17]1[CH:16]=[N:15][C:14]([N:11]2[CH2:12][CH2:13][NH:8][CH2:9][CH2:10]2)=[N:19][CH:18]=1. (3) Given the reactants C(O[C:4](=[O:13])[C:5]1[CH:10]=[CH:9][CH:8]=[CH:7][C:6]=1[CH2:11]Br)C.[CH2:14]([O:16][C:17](=[O:27])[CH:18]=[CH:19][C:20]1[CH:25]=[CH:24][C:23]([NH2:26])=[CH:22][CH:21]=1)[CH3:15].NC1C=CC=CC=1, predict the reaction product. The product is: [CH2:14]([O:16][C:17](=[O:27])[CH:18]=[CH:19][C:20]1[CH:21]=[CH:22][C:23]([N:26]2[CH2:11][C:6]3[C:5](=[CH:10][CH:9]=[CH:8][CH:7]=3)[C:4]2=[O:13])=[CH:24][CH:25]=1)[CH3:15].